From a dataset of Full USPTO retrosynthesis dataset with 1.9M reactions from patents (1976-2016). Predict the reactants needed to synthesize the given product. (1) Given the product [NH2:15][C:12]1[CH:13]=[CH:14][C:7]([N:4]2[CH:5]=[N:6][C:2]([CH3:1])=[N:3]2)=[C:8]([CH:11]=1)[C:9]#[N:10], predict the reactants needed to synthesize it. The reactants are: [CH3:1][C:2]1[N:6]=[CH:5][N:4]([C:7]2[CH:14]=[CH:13][C:12]([N+:15]([O-])=O)=[CH:11][C:8]=2[C:9]#[N:10])[N:3]=1. (2) Given the product [CH3:27][C:22]1[CH:23]=[C:24]([CH3:26])[N:25]=[C:20]([N:17]2[CH2:18][CH2:19][C:11]3([C:10](=[O:28])[N:9]([CH2:8][C:3]4[C:2]([C:65]5[CH:64]=[CH:63][CH:62]=[C:61]([CH2:60][O:59][CH3:58])[CH:66]=5)=[N:6][N:5]([CH3:7])[N:4]=4)[CH2:14][CH2:13][CH2:12]3)[CH2:15][CH2:16]2)[N:21]=1, predict the reactants needed to synthesize it. The reactants are: Br[C:2]1[C:3]([CH2:8][N:9]2[CH2:14][CH2:13][CH2:12][C:11]3([CH2:19][CH2:18][N:17]([C:20]4[N:25]=[C:24]([CH3:26])[CH:23]=[C:22]([CH3:27])[N:21]=4)[CH2:16][CH2:15]3)[C:10]2=[O:28])=[N:4][N:5]([CH3:7])[N:6]=1.COC1C=CC=C(OC)C=1C1C=CC=CC=1P(C1CCCCC1)C1CCCCC1.[CH3:58][O:59][CH2:60][C:61]1[CH:62]=[C:63](B(O)O)[CH:64]=[CH:65][CH:66]=1.[O-]P([O-])([O-])=O.[K+].[K+].[K+]. (3) Given the product [CH2:1]([C@H:3]1[C:8]2[CH:59]=[N:55][NH:56][C:7]=2[CH2:6][C@@H:5]([CH2:10][CH3:11])[N:4]1[S:12]([C:15]1[CH:20]=[CH:19][C:18]([F:21])=[CH:17][CH:16]=1)(=[O:14])=[O:13])[CH3:2], predict the reactants needed to synthesize it. The reactants are: [CH2:1]([CH:3]1[CH2:8][C:7](=O)[CH2:6][CH:5]([CH2:10][CH3:11])[N:4]1[S:12]([C:15]1[CH:20]=[CH:19][C:18]([F:21])=[CH:17][CH:16]=1)(=[O:14])=[O:13])[CH3:2].C([C@H]1N[C@@H](CC)CC2(OCCO2)C1)C.FC1C=CC(S(Cl)(=O)=O)=CC=1.CN(C(OC)OC)C.[NH:55]1[CH:59]=CC=[N:56]1.O.NN. (4) Given the product [S:1]1[CH:5]=[CH:4][C:3]2[CH:6]=[C:7]([CH2:10][OH:11])[CH:8]=[CH:9][C:2]1=2, predict the reactants needed to synthesize it. The reactants are: [S:1]1[CH:5]=[CH:4][C:3]2[CH:6]=[C:7]([C:10](O)=[O:11])[CH:8]=[CH:9][C:2]1=2.[H-].[H-].[H-].[H-].[Li+].[Al+3]. (5) Given the product [CH2:16]([NH:19][C:20]([C:22]1[C:30]2[C:25](=[CH:26][C:27]([O:31][C:2]3[CH:7]=[CH:6][N:5]=[C:4]4[CH:8]=[C:9]([C:11]5[S:12][CH:13]=[CH:14][N:15]=5)[S:10][C:3]=34)=[CH:28][CH:29]=2)[N:24]([CH3:32])[C:23]=1[CH3:33])=[O:21])[CH2:17][CH3:18], predict the reactants needed to synthesize it. The reactants are: Cl[C:2]1[CH:7]=[CH:6][N:5]=[C:4]2[CH:8]=[C:9]([C:11]3[S:12][CH:13]=[CH:14][N:15]=3)[S:10][C:3]=12.[CH2:16]([NH:19][C:20]([C:22]1[C:30]2[C:25](=[CH:26][C:27]([OH:31])=[CH:28][CH:29]=2)[N:24]([CH3:32])[C:23]=1[CH3:33])=[O:21])[CH2:17][CH3:18].C([O-])([O-])=O.[Cs+].[Cs+]. (6) Given the product [CH2:1]([C:3]1[C:11]2[C:6](=[N:7][CH:8]=[CH:9][C:10]=2[O:12][C:13]2[CH:18]=[CH:17][C:16]([NH2:19])=[CH:15][C:14]=2[F:23])[NH:5][CH:4]=1)[CH3:2], predict the reactants needed to synthesize it. The reactants are: [CH2:1]([C:3]1[C:11]2[C:6](=[N:7][CH:8]=[CH:9][C:10]=2[O:12][C:13]2[CH:18]=[CH:17][C:16]([NH:19]C(=O)C)=[CH:15][C:14]=2[F:23])[N:5](S(C2C=CC(C)=CC=2)(=O)=O)[CH:4]=1)[CH3:2].[OH-].[Na+].